This data is from Forward reaction prediction with 1.9M reactions from USPTO patents (1976-2016). The task is: Predict the product of the given reaction. (1) Given the reactants [CH:1]1([CH2:6][CH:7]([C:11]2[CH:16]=[CH:15][C:14]([N+:17]([O-:19])=[O:18])=[CH:13][CH:12]=2)[C:8]([OH:10])=O)[CH2:5][CH2:4][CH2:3][CH2:2]1.C(Cl)(=O)C(Cl)=O.[CH3:26][O:27][C:28](=[O:36])[C:29]1[CH:34]=[CH:33][C:32]([NH2:35])=[N:31][CH:30]=1.C(N(CC)C(C)C)(C)C, predict the reaction product. The product is: [CH3:26][O:27][C:28](=[O:36])[C:29]1[CH:34]=[CH:33][C:32]([NH:35][C:8](=[O:10])[CH:7]([C:11]2[CH:16]=[CH:15][C:14]([N+:17]([O-:19])=[O:18])=[CH:13][CH:12]=2)[CH2:6][CH:1]2[CH2:2][CH2:3][CH2:4][CH2:5]2)=[N:31][CH:30]=1. (2) Given the reactants [NH:1]1[CH2:8][CH2:7][CH2:6][CH:2]1[C:3]([OH:5])=[O:4].I[C:10]1[CH:15]=[CH:14][C:13]([O:16][C:17]([F:20])([F:19])[F:18])=[CH:12][CH:11]=1.C(=O)([O-])[O-].[K+].[K+].Cl, predict the reaction product. The product is: [F:18][C:17]([F:19])([F:20])[O:16][C:13]1[CH:14]=[CH:15][C:10]([N:1]2[CH2:8][CH2:7][CH2:6][CH:2]2[C:3]([OH:5])=[O:4])=[CH:11][CH:12]=1. (3) Given the reactants [CH3:1][O:2][C:3]1[C:4]([NH:15][C:16](=[O:20])OCC)=[N:5][C:6]2[C:11]([N:12]=1)=[CH:10][C:9]([O:13][CH3:14])=[CH:8][CH:7]=2.[CH3:21][O:22][C:23]1[CH:24]=[C:25]([N:31]2[CH2:36][CH2:35][NH:34][CH2:33][CH2:32]2)[CH:26]=[C:27]([O:29][CH3:30])[CH:28]=1, predict the reaction product. The product is: [CH3:1][O:2][C:3]1[C:4]([NH:15][C:16]([N:34]2[CH2:33][CH2:32][N:31]([C:25]3[CH:24]=[C:23]([O:22][CH3:21])[CH:28]=[C:27]([O:29][CH3:30])[CH:26]=3)[CH2:36][CH2:35]2)=[O:20])=[N:5][C:6]2[C:11]([N:12]=1)=[CH:10][C:9]([O:13][CH3:14])=[CH:8][CH:7]=2. (4) Given the reactants C(NC(C)C)(C)C.C([Li])CCC.[O:13]1[CH2:17][CH2:16][CH2:15][CH:14]1[C:18]([O:20][CH3:21])=[O:19].Br[CH2:23][C:24]1[CH:29]=[CH:28][CH:27]=[C:26]([O:30][CH3:31])[CH:25]=1.Cl, predict the reaction product. The product is: [CH3:31][O:30][C:26]1[CH:25]=[C:24]([CH:29]=[CH:28][CH:27]=1)[CH2:23][C:14]1([C:18]([O:20][CH3:21])=[O:19])[CH2:15][CH2:16][CH2:17][O:13]1.